Dataset: Catalyst prediction with 721,799 reactions and 888 catalyst types from USPTO. Task: Predict which catalyst facilitates the given reaction. (1) Reactant: [C:1]([N:8]1[CH:12]=[CH:11]N=[CH:9]1)(N1C=CN=C1)=[O:2].C[Si:14]([CH2:17]O)([CH3:16])[CH3:15].CC([N:23]([C:27]1[CH:32]=[CH:31][C:30]([C:33]2[CH:38]=[CH:37][CH:36]=[CH:35][CH:34]=2)=[CH:29][C:28]=1[NH:39][C:40]([C:42]1[CH:47]=[CH:46]C(CN)=[CH:44][CH:43]=1)=[O:41])C(=O)[O-])(C)C.C1CCN2C(=NCCC2)CC1.C(N(CC)CC)C.C1C[O:71]CC1. Product: [CH3:17][Si:14]([O:71][C:1](=[O:2])[N:8]([CH3:9])[CH2:12][C:11]1[CH:46]=[CH:47][C:42]([C:40]([NH:39][C:28]2[CH:29]=[C:30]([C:33]3[CH:38]=[CH:37][CH:36]=[CH:35][CH:34]=3)[CH:31]=[CH:32][C:27]=2[NH2:23])=[O:41])=[CH:43][CH:44]=1)([CH3:15])[CH3:16]. The catalyst class is: 161. (2) Reactant: Cl[C:2]1[CH:9]=[CH:8][C:5]([C:6]#N)=[CH:4][CH:3]=1.[ClH:10].[NH2:11][OH:12].[OH-:13].[Na+]. Product: [Cl:10][C:2]1[CH:9]=[CH:8][C:5]([C:6]([NH:11][OH:12])=[O:13])=[CH:4][CH:3]=1. The catalyst class is: 14. (3) Reactant: C(=O)([O-])[O-].[Cs+].[Cs+].[Cl:7][C:8]1[CH:16]=[CH:15][C:11]([C:12]([OH:14])=[O:13])=[C:10]([CH3:17])[C:9]=1[SH:18].I[CH2:20][CH3:21].Cl. Product: [Cl:7][C:8]1[CH:16]=[CH:15][C:11]([C:12]([OH:14])=[O:13])=[C:10]([CH3:17])[C:9]=1[S:18][CH2:20][CH3:21]. The catalyst class is: 47. (4) Reactant: [NH2:1][C:2]1[S:6][N:5]=[C:4](/[C:7](=[N:34]/[O:35][C:36]([C:39]([O:41]C(C)(C)C)=[O:40])([CH3:38])[CH3:37])/[C:8]([NH:10][C@@H:11]2[C:32](=[O:33])[N:13]3[C:14]([C:20]([O:22]CC4C=CC(OC)=CC=4)=[O:21])=[C:15]([CH2:18]Cl)[CH2:16][S:17][C@H:12]23)=[O:9])[N:3]=1.C[Si](C)(C)NC(=O)C.[I-].[K+].[CH3:56][N:57]1[C:61]([NH:62]C(C2C=CC=CC=2)(C2C=CC=CC=2)C2C=CC=CC=2)=[C:60]([NH:82][C:83](=[O:97])[C:84]([NH:86][CH2:87][CH2:88][NH:89]C(=O)OC(C)(C)C)=[O:85])[CH:59]=[N:58]1. Product: [NH2:62][C:61]1[N:57]([CH3:56])[N+:58]([CH2:18][C:15]2[CH2:16][S:17][C@@H:12]3[C@H:11]([NH:10][C:8](=[O:9])/[C:7](/[C:4]4[N:3]=[C:2]([NH2:1])[S:6][N:5]=4)=[N:34]\[O:35][C:36]([C:39]([OH:41])=[O:40])([CH3:38])[CH3:37])[C:32](=[O:33])[N:13]3[C:14]=2[C:20]([O-:22])=[O:21])=[CH:59][C:60]=1[NH:82][C:83](=[O:97])[C:84]([NH:86][CH2:87][CH2:88][NH2:89])=[O:85]. The catalyst class is: 42. (5) Reactant: Br[C:2]1[CH:3]=[C:4]([N:13]([C@H:16]2[CH2:21][CH2:20][C@H:19]([N:22]([CH3:24])[CH3:23])[CH2:18][CH2:17]2)[CH2:14][CH3:15])[C:5]([CH3:12])=[C:6]([CH:11]=1)[C:7]([O:9][CH3:10])=[O:8].[CH3:25][O:26][CH2:27][C:28]1[N:33]=[CH:32][C:31](B(O)O)=[CH:30][CH:29]=1.C([O-])([O-])=O.[Na+].[Na+]. Product: [CH3:23][N:22]([CH3:24])[C@H:19]1[CH2:20][CH2:21][C@H:16]([N:13]([CH2:14][CH3:15])[C:4]2[C:5]([CH3:12])=[C:6]([CH:11]=[C:2]([C:31]3[CH:32]=[N:33][C:28]([CH2:27][O:26][CH3:25])=[CH:29][CH:30]=3)[CH:3]=2)[C:7]([O:9][CH3:10])=[O:8])[CH2:17][CH2:18]1. The catalyst class is: 70.